From a dataset of Catalyst prediction with 721,799 reactions and 888 catalyst types from USPTO. Predict which catalyst facilitates the given reaction. (1) Reactant: [OH:1][C:2]1[C:11]2[C:6](=[CH:7][CH:8]=[CH:9][CH:10]=2)[C:5]([CH:12]=[O:13])=[CH:4][CH:3]=1.C(=O)([O-])[O-].[K+].[K+].Cl[CH2:21][CH2:22][OH:23]. Product: [OH:23][CH2:22][CH2:21][O:1][C:2]1[C:11]2[C:6](=[CH:7][CH:8]=[CH:9][CH:10]=2)[C:5]([CH:12]=[O:13])=[CH:4][CH:3]=1. The catalyst class is: 9. (2) Reactant: [F:1][C:2]1[CH:3]=[C:4]([C:8]2[CH:22]=[CH:21][C:11]([C:12]([NH:14][CH:15]3[CH2:20][CH2:19][NH:18][CH2:17][CH2:16]3)=[O:13])=[CH:10][N:9]=2)[CH:5]=[CH:6][CH:7]=1.Cl[C:24]1[N:32]=[CH:31][N:30]=[C:29]2[C:25]=1[N:26]=[CH:27][N:28]2[CH:33]([CH2:36][CH3:37])[CH2:34][OH:35].C(O)CCC.O. Product: [F:1][C:2]1[CH:3]=[C:4]([C:8]2[CH:22]=[CH:21][C:11]([C:12]([NH:14][CH:15]3[CH2:16][CH2:17][N:18]([C:24]4[N:32]=[CH:31][N:30]=[C:29]5[C:25]=4[N:26]=[CH:27][N:28]5[CH:33]([CH2:34][OH:35])[CH2:36][CH3:37])[CH2:19][CH2:20]3)=[O:13])=[CH:10][N:9]=2)[CH:5]=[CH:6][CH:7]=1. The catalyst class is: 66. (3) Reactant: C(O)C.[CH2:4]([N:6]([CH2:44][CH3:45])[C:7]([CH:9]([C:38]1[CH:43]=[CH:42][CH:41]=[CH:40][CH:39]=1)[N:10]1[CH2:15][CH2:14][N:13]([C:16]2[CH:21]=[CH:20][C:19]([NH:22][C:23](=[O:36])[C:24]3[CH:29]=[CH:28][CH:27]=[CH:26][C:25]=3[C:30]3[CH:31]=[N:32][CH:33]=[CH:34][CH:35]=3)=[CH:18][C:17]=2[F:37])[CH2:12][CH2:11]1)=[O:8])[CH3:5].[C:46]([OH:53])(=[O:52])/[CH:47]=[CH:48]\[C:49]([OH:51])=[O:50]. Product: [C:46]([OH:53])(=[O:52])/[CH:47]=[CH:48]\[C:49]([OH:51])=[O:50].[CH2:44]([N:6]([CH2:4][CH3:5])[C:7]([CH:9]([C:38]1[CH:43]=[CH:42][CH:41]=[CH:40][CH:39]=1)[N:10]1[CH2:11][CH2:12][N:13]([C:16]2[CH:21]=[CH:20][C:19]([NH:22][C:23](=[O:36])[C:24]3[CH:29]=[CH:28][CH:27]=[CH:26][C:25]=3[C:30]3[CH:31]=[N:32][CH:33]=[CH:34][CH:35]=3)=[CH:18][C:17]=2[F:37])[CH2:14][CH2:15]1)=[O:8])[CH3:45]. The catalyst class is: 2. (4) Reactant: Br[C:2]1[C:8]([C:9]([F:12])([F:11])[F:10])=[CH:7][C:5]([NH2:6])=[CH:4][C:3]=1[Cl:13].[CH3:14][C:15]1([NH:18][S:19]([C:22]2[CH:27]=[CH:26][C:25](B(O)O)=[CH:24][CH:23]=2)(=[O:21])=[O:20])[CH2:17][CH2:16]1.C([O-])([O-])=O.[Na+].[Na+]. Product: [NH2:6][C:5]1[CH:7]=[C:8]([C:9]([F:12])([F:11])[F:10])[C:2]([C:25]2[CH:26]=[CH:27][C:22]([S:19]([NH:18][C:15]3([CH3:14])[CH2:17][CH2:16]3)(=[O:21])=[O:20])=[CH:23][CH:24]=2)=[C:3]([Cl:13])[CH:4]=1. The catalyst class is: 77. (5) Reactant: [C:1]([C:3]1[CH:36]=[CH:35][C:6]2[NH:7][C:8]([C:10]([C:23]3[C:31]([O:32][CH3:33])=[CH:30][C:29]([CH3:34])=[C:28]4[C:24]=3[CH:25]=[CH:26][NH:27]4)([O:15][CH:16]([F:22])[C:17]([O:19]CC)=[O:18])[C:11]([F:14])([F:13])[F:12])=[N:9][C:5]=2[CH:4]=1)#[N:2].[Li+].[OH-]. Product: [C:1]([C:3]1[CH:36]=[CH:35][C:6]2[NH:7][C:8]([C:10]([C:23]3[C:31]([O:32][CH3:33])=[CH:30][C:29]([CH3:34])=[C:28]4[C:24]=3[CH:25]=[CH:26][NH:27]4)([O:15][CH:16]([F:22])[C:17]([OH:19])=[O:18])[C:11]([F:12])([F:13])[F:14])=[N:9][C:5]=2[CH:4]=1)#[N:2]. The catalyst class is: 278. (6) Reactant: CC(C[AlH]CC(C)C)C.[CH3:10][C:11]1([CH3:28])[O:15][C@@H:14]([C@@H:16]2[C@@H:20]3[O:21][C:22]([CH3:25])([CH3:24])[O:23][C@:19]3([CH3:26])[C:18](=[O:27])[O:17]2)[CH2:13][O:12]1. Product: [CH3:10][C:11]1([CH3:28])[O:15][C@@H:14]([C@@H:16]2[C@@H:20]3[O:21][C:22]([CH3:25])([CH3:24])[O:23][C@:19]3([CH3:26])[CH:18]([OH:27])[O:17]2)[CH2:13][O:12]1. The catalyst class is: 308. (7) Reactant: [CH3:1][C:2]1[N:3]=[C:4]2[C:9]([C:10]([F:13])([F:12])[F:11])=[CH:8][CH:7]=[CH:6][N:5]2[C:14]=1[C:15]1[CH:16]=[C:17]([OH:21])[CH:18]=[CH:19][CH:20]=1.F[C:23]1[CH:28]=[CH:27][CH:26]=[C:25]([S:29]([CH3:32])(=[O:31])=[O:30])[CH:24]=1.C(=O)([O-])[O-].[K+].[K+]. Product: [CH3:1][C:2]1[N:3]=[C:4]2[C:9]([C:10]([F:13])([F:11])[F:12])=[CH:8][CH:7]=[CH:6][N:5]2[C:14]=1[C:15]1[CH:20]=[CH:19][CH:18]=[C:17]([O:21][C:23]2[CH:28]=[CH:27][CH:26]=[C:25]([S:29]([CH3:32])(=[O:31])=[O:30])[CH:24]=2)[CH:16]=1. The catalyst class is: 18. (8) Reactant: C[O:2][C:3]([C:5]1[N:9]=[C:8]([C:10]([S:25]([C:28]2[CH:33]=[CH:32][CH:31]=[CH:30][CH:29]=2)(=[O:27])=[O:26])([CH:12]2[CH2:24][C:15]3[NH:16][C:17]4[CH:18]=[CH:19][C:20]([Cl:23])=[CH:21][C:22]=4[C:14]=3[CH2:13]2)[F:11])[O:7][N:6]=1)=[O:4].[OH-].[Na+].[NH4+].[Cl-]. Product: [C:28]1([S:25]([C:10]([CH:12]2[CH2:24][C:15]3[NH:16][C:17]4[CH:18]=[CH:19][C:20]([Cl:23])=[CH:21][C:22]=4[C:14]=3[CH2:13]2)([F:11])[C:8]2[O:7][N:6]=[C:5]([C:3]([OH:4])=[O:2])[N:9]=2)(=[O:27])=[O:26])[CH:29]=[CH:30][CH:31]=[CH:32][CH:33]=1. The catalyst class is: 200. (9) The catalyst class is: 2. Reactant: [CH3:1][N:2]([CH3:6])[C:3]([Cl:5])=[O:4].[Cl:7][C:8]1[CH:31]=[CH:30][C:11]([NH:12][C:13]2[C:22]3[C:17](=[CH:18][C:19]([O:25][CH2:26]CNC)=[C:20]([O:23][CH3:24])[CH:21]=3)[N:16]=[CH:15][N:14]=2)=[C:10]([F:32])[CH:9]=1.[CH2:33]([N:35](CC)[CH2:36]C)C. Product: [ClH:5].[Cl:7][C:8]1[CH:31]=[CH:30][C:11]([NH:12][C:13]2[C:22]3[C:17](=[CH:18][C:19]([O:25][CH2:26][CH2:1][N:2]([CH3:6])[C:3]([N:35]([CH3:36])[CH3:33])=[O:4])=[C:20]([O:23][CH3:24])[CH:21]=3)[N:16]=[CH:15][N:14]=2)=[C:10]([F:32])[CH:9]=1.